Dataset: Catalyst prediction with 721,799 reactions and 888 catalyst types from USPTO. Task: Predict which catalyst facilitates the given reaction. (1) Reactant: CC1(C)[O:6][C@H:5]([CH2:7][O:8][C:9]2[CH:14]=[CH:13][C:12]([C:15]([C:20]3[CH:25]=[CH:24][C:23]([C:26]#[C:27][C:28]([CH2:32][CH3:33])([OH:31])[CH2:29][CH3:30])=[C:22]([CH3:34])[CH:21]=3)([CH2:18][CH3:19])[CH2:16][CH3:17])=[CH:11][C:10]=2[CH3:35])[CH2:4][O:3]1.C(O)(C(F)(F)F)=O.C([O-])(O)=O.[Na+]. Product: [CH2:16]([C:15]([C:12]1[CH:13]=[CH:14][C:9]([O:8][CH2:7][C@@H:5]([OH:6])[CH2:4][OH:3])=[C:10]([CH3:35])[CH:11]=1)([C:20]1[CH:25]=[CH:24][C:23]([C:26]#[C:27][C:28]([CH2:29][CH3:30])([OH:31])[CH2:32][CH3:33])=[C:22]([CH3:34])[CH:21]=1)[CH2:18][CH3:19])[CH3:17]. The catalyst class is: 20. (2) Product: [CH3:1][O:2][C:3]([C:5]1[NH:6][C:7]2[C:12]([C:13]=1[I:16])=[CH:11][CH:10]=[CH:9][CH:8]=2)=[O:4]. The catalyst class is: 3. Reactant: [CH3:1][O:2][C:3]([C:5]1[NH:6][C:7]2[C:12]([CH:13]=1)=[CH:11][CH:10]=[CH:9][CH:8]=2)=[O:4].[OH-].[K+].[I:16]I.[O-]S([O-])=O.[Na+].[Na+]. (3) Reactant: [NH2:1][C:2]1[CH:3]=[C:4]([CH:9]=[CH:10][C:11]=1[F:12])[C:5]([O:7][CH3:8])=[O:6].N1C=CC=CC=1.[F:19][C:20]1[CH:25]=[CH:24][C:23]([F:26])=[CH:22][C:21]=1[S:27](Cl)(=[O:29])=[O:28]. Product: [F:19][C:20]1[CH:25]=[CH:24][C:23]([F:26])=[CH:22][C:21]=1[S:27]([NH:1][C:2]1[CH:3]=[C:4]([CH:9]=[CH:10][C:11]=1[F:12])[C:5]([O:7][CH3:8])=[O:6])(=[O:29])=[O:28]. The catalyst class is: 64.